From a dataset of Forward reaction prediction with 1.9M reactions from USPTO patents (1976-2016). Predict the product of the given reaction. (1) The product is: [Cl:1][C:2]1[CH:7]=[CH:6][C:5]([S:8]([NH:11][C:15]2[C:16]([C:22]([C:24]3[C:25]([CH3:31])=[N:26][CH:27]=[CH:28][C:29]=3[CH3:30])=[O:23])=[N:17][CH:18]=[C:19]([CH3:21])[CH:20]=2)(=[O:10])=[O:9])=[CH:4][C:3]=1[C:32]([F:33])([F:34])[F:35]. Given the reactants [Cl:1][C:2]1[CH:7]=[CH:6][C:5]([S:8]([N:11]([C:15]2[C:16]([C:22]([C:24]3[C:25]([CH3:31])=[N:26][CH:27]=[CH:28][C:29]=3[CH3:30])=[O:23])=[N:17][CH:18]=[C:19]([CH3:21])[CH:20]=2)COC)(=[O:10])=[O:9])=[CH:4][C:3]=1[C:32]([F:35])([F:34])[F:33].O, predict the reaction product. (2) The product is: [ClH:86].[OH:50][NH:51][C:52]([C:54]1([S:60]([C:63]2[CH:64]=[CH:65][C:66]([C:69]3[CH:74]=[N:73][C:72]([CH2:75][CH2:76][C:77]([F:83])([F:82])[C:78]([F:81])([F:79])[F:80])=[CH:71][N:70]=3)=[CH:67][CH:68]=2)(=[O:61])=[O:62])[CH2:55][CH2:56][O:57][CH2:58][CH2:59]1)=[O:53]. Given the reactants O1CCCCC1ONC(C1(S(C2C=CC(C3C=CC(CCC(F)(F)C(F)(F)F)=CC=3)=CC=2)(=O)=O)CCN(C2CC2)CC1)=O.O1CCCCC1[O:50][NH:51][C:52]([C:54]1([S:60]([C:63]2[CH:68]=[CH:67][C:66]([C:69]3[CH:74]=[N:73][C:72]([CH2:75][CH2:76][C:77]([F:83])([F:82])[C:78]([F:81])([F:80])[F:79])=[CH:71][N:70]=3)=[CH:65][CH:64]=2)(=[O:62])=[O:61])[CH2:59][CH2:58][O:57][CH2:56][CH2:55]1)=[O:53].CO.[ClH:86], predict the reaction product. (3) The product is: [F:18][C:2]1([F:1])[CH2:7][CH2:6][C@H:5]([NH:8][S:49]([CH3:48])(=[O:51])=[O:50])[C@@H:4]([CH2:16][O:17][C:28]2[CH:29]=[CH:30][C:25]([C:23]3[S:24][C:20]([CH3:19])=[CH:21][N:22]=3)=[CH:26][CH:27]=2)[CH2:3]1. Given the reactants [F:1][C:2]1([F:18])[CH2:7][CH2:6][C@H:5]([NH:8]C(=O)OC(C)(C)C)[C@@H:4]([CH2:16][OH:17])[CH2:3]1.[CH3:19][C:20]1[S:24][C:23]([C:25]2[CH:30]=[CH:29][C:28](O)=[CH:27][CH:26]=2)=[N:22][CH:21]=1.C(C=P(CCCC)(CCCC)CCCC)#N.[CH3:48][S:49](Cl)(=[O:51])=[O:50].C1CCN2C(=NCCC2)CC1, predict the reaction product. (4) Given the reactants [CH3:1][CH:2]1[C:11](=[O:12])[CH2:10][CH2:9][C:4]2([O:8][CH2:7][CH2:6][O:5]2)[CH2:3]1.CCC(C)[BH-](C(C)CC)C(C)CC.[K+].[OH-].[Na+].OO, predict the reaction product. The product is: [CH3:1][C@H:2]1[C@@H:11]([OH:12])[CH2:10][CH2:9][C:4]2([O:5][CH2:6][CH2:7][O:8]2)[CH2:3]1.